Dataset: Reaction yield outcomes from USPTO patents with 853,638 reactions. Task: Predict the reaction yield, written as a fraction of the theoretical maximum amount of product (1.0 means a 100% yield; for example, 0.34 means a 34% yield). (1) The reactants are [CH2:1]([O:8][C:9]1[C:14](=[O:15])[CH:13]=[C:12]([CH2:16][NH:17][S:18]([C:21]2[CH:26]=[CH:25][C:24]([CH3:27])=[CH:23][CH:22]=2)(=[O:20])=[O:19])[N:11]([CH3:28])[C:10]=1[C:29]([OH:31])=O)[C:2]1[CH:7]=[CH:6][CH:5]=[CH:4][CH:3]=1.[CH:32]([NH:35]C(C1N(C)C(CNS(C2C=CC=CC=2)(=O)=O)=CC(=O)C=1OCC1C=CC=CC=1)=O)([CH3:34])[CH3:33]. The yield is 0.381. No catalyst specified. The product is [CH:32]([NH:35][C:29]([C:10]1[N:11]([CH3:28])[C:12]([CH2:16][NH:17][S:18]([C:21]2[CH:26]=[CH:25][C:24]([CH3:27])=[CH:23][CH:22]=2)(=[O:20])=[O:19])=[CH:13][C:14](=[O:15])[C:9]=1[O:8][CH2:1][C:2]1[CH:7]=[CH:6][CH:5]=[CH:4][CH:3]=1)=[O:31])([CH3:34])[CH3:33]. (2) The reactants are N(C(C)=O)(CNC(C)=O)CNC(C)=O.C=O.O.[C:18]([OH:21])(=[O:20])[CH3:19].N(CC(O)=O)CC(O)=O.[C:31]([NH:34][CH2:35][C:36]([OH:38])=[O:37])(=[O:33])[CH3:32]. The catalyst is COCCOC. The product is [C:31]([N:34]([CH2:35][C:36]([OH:38])=[O:37])[CH2:19][C:18]([OH:21])=[O:20])(=[O:33])[CH3:32]. The yield is 0.910. (3) The reactants are F[C:2]1[N:7]2[CH:8]=[C:9]([CH2:11][N:12]3[C@H:25]4[C@H:16]([CH2:17][CH2:18][C:19]5[C:24]4=[N:23][CH:22]=[CH:21][CH:20]=5)[CH2:15][CH2:14][CH2:13]3)[N:10]=[C:6]2[CH:5]=[CH:4][CH:3]=1.[CH3:26][N:27]1[CH2:32][CH2:31][NH:30][CH2:29][CH2:28]1. The catalyst is CS(C)=O. The product is [CH3:26][N:27]1[CH2:32][CH2:31][N:30]([C:2]2[N:7]3[CH:8]=[C:9]([CH2:11][N:12]4[C@H:25]5[C@H:16]([CH2:17][CH2:18][C:19]6[C:24]5=[N:23][CH:22]=[CH:21][CH:20]=6)[CH2:15][CH2:14][CH2:13]4)[N:10]=[C:6]3[CH:5]=[CH:4][CH:3]=2)[CH2:29][CH2:28]1. The yield is 0.630.